The task is: Regression. Given a peptide amino acid sequence and an MHC pseudo amino acid sequence, predict their binding affinity value. This is MHC class I binding data.. This data is from Peptide-MHC class I binding affinity with 185,985 pairs from IEDB/IMGT. The MHC is HLA-A02:01 with pseudo-sequence HLA-A02:01. The binding affinity (normalized) is 0.310. The peptide sequence is YVTPRALEL.